This data is from Full USPTO retrosynthesis dataset with 1.9M reactions from patents (1976-2016). The task is: Predict the reactants needed to synthesize the given product. (1) Given the product [CH3:8][C:6]12[CH2:7][C:2]1([NH:1][S:36]([CH:33]1[CH2:35][CH2:34]1)(=[O:38])=[O:37])[CH2:3][N:4]([C:9]1[N:10]=[C:11]([NH:19][C:20]3[CH:24]=[C:23]([CH3:25])[NH:22][N:21]=3)[C:12]3[CH:18]=[CH:17][CH:16]=[N:15][C:13]=3[N:14]=1)[CH2:5]2, predict the reactants needed to synthesize it. The reactants are: [NH2:1][C:2]12[CH2:7][C:6]1([CH3:8])[CH2:5][N:4]([C:9]1[N:10]=[C:11]([NH:19][C:20]3[CH:24]=[C:23]([CH3:25])[NH:22][N:21]=3)[C:12]3[CH:18]=[CH:17][CH:16]=[N:15][C:13]=3[N:14]=1)[CH2:3]2.CCN(CC)CC.[CH:33]1([S:36](Cl)(=[O:38])=[O:37])[CH2:35][CH2:34]1. (2) Given the product [C:25]([S:24][CH2:23][C:22]([NH:1][CH2:2][C:3]([NH:5][CH2:6][C:7]([NH:9][CH2:10][C:11]([OH:13])=[O:12])=[O:8])=[O:4])=[O:21])(=[O:27])[CH3:26], predict the reactants needed to synthesize it. The reactants are: [NH2:1][CH2:2][C:3]([NH:5][CH2:6][C:7]([NH:9][CH2:10][C:11]([OH:13])=[O:12])=[O:8])=[O:4].FC1C([O:21][C:22](=O)[CH2:23][S:24][C:25](=[O:27])[CH3:26])=C(F)C(F)=C(F)C=1F.CCN(C(C)C)C(C)C.